Dataset: Forward reaction prediction with 1.9M reactions from USPTO patents (1976-2016). Task: Predict the product of the given reaction. (1) Given the reactants C[O:2][C:3]1[CH:8]=[CH:7][CH:6]=[CH:5][C:4]=1[CH2:9][CH2:10][NH2:11], predict the reaction product. The product is: [OH:2][C:3]1[CH:8]=[CH:7][CH:6]=[CH:5][C:4]=1[CH2:9][CH2:10][NH2:11]. (2) Given the reactants [OH:1][CH2:2][C@@H:3]([NH:5][C:6]([C:8]1[CH:9]=[C:10]([C:21](O)=[O:22])[CH:11]=[C:12]([C:14]2[CH:19]=[CH:18][C:17]([CH3:20])=[CH:16][CH:15]=2)[CH:13]=1)=[O:7])[CH3:4].Cl.CN(C)CCCN=C=NCC.O.ON1C2C=CC=CC=2N=N1.[CH3:47][NH:48][CH2:49][CH:50]([CH3:52])[CH3:51].C(N(CC)C(C)C)(C)C, predict the reaction product. The product is: [OH:1][CH2:2][C@@H:3]([NH:5][C:6]([C:8]1[CH:13]=[C:12]([C:14]2[CH:19]=[CH:18][C:17]([CH3:20])=[CH:16][CH:15]=2)[CH:11]=[C:10]([C:21]([N:48]([CH2:49][CH:50]([CH3:52])[CH3:51])[CH3:47])=[O:22])[CH:9]=1)=[O:7])[CH3:4]. (3) The product is: [C:30]([OH:37])(=[O:36])[CH2:31][CH2:32][C:33]([OH:35])=[O:34].[CH2:1]([O:3][C:4](=[O:15])[CH2:5][O:6][C:7]1[CH:12]=[CH:11][CH:10]=[C:9]([CH2:13][NH:25][CH2:24][C:23]2[CH:26]=[CH:27][C:20]([C:16]([CH3:19])([CH3:18])[CH3:17])=[CH:21][CH:22]=2)[CH:8]=1)[CH3:2]. Given the reactants [CH2:1]([O:3][C:4](=[O:15])[CH2:5][O:6][C:7]1[CH:12]=[CH:11][CH:10]=[C:9]([CH:13]=O)[CH:8]=1)[CH3:2].[C:16]([C:20]1[CH:27]=[CH:26][C:23]([CH2:24][NH2:25])=[CH:22][CH:21]=1)([CH3:19])([CH3:18])[CH3:17].[H][H].[C:30]([OH:37])(=[O:36])[CH2:31][CH2:32][C:33]([OH:35])=[O:34], predict the reaction product.